Dataset: Forward reaction prediction with 1.9M reactions from USPTO patents (1976-2016). Task: Predict the product of the given reaction. (1) Given the reactants [CH:1]([N:4]([CH2:18][C:19]1[CH:20]=[N:21][C:22]([C:25]2[CH:30]=[CH:29][C:28]([S:31]([CH3:34])(=[O:33])=[O:32])=[CH:27][CH:26]=2)=[CH:23][CH:24]=1)[CH:5]1[CH2:10][CH2:9][N:8](C(OC(C)(C)C)=O)[CH2:7][CH2:6]1)([CH3:3])[CH3:2].C(O)(C(F)(F)F)=O, predict the reaction product. The product is: [CH:1]([N:4]([CH2:18][C:19]1[CH:20]=[N:21][C:22]([C:25]2[CH:26]=[CH:27][C:28]([S:31]([CH3:34])(=[O:32])=[O:33])=[CH:29][CH:30]=2)=[CH:23][CH:24]=1)[CH:5]1[CH2:10][CH2:9][NH:8][CH2:7][CH2:6]1)([CH3:3])[CH3:2]. (2) Given the reactants [F:1][C:2]1[CH:10]=[C:9]2[C:5]([C:6]([C:20]3[CH:30]=[CH:29][C:23]4[N:24]=[C:25]([CH:27]=[CH2:28])[O:26][C:22]=4[CH:21]=3)=[CH:7][N:8]2S(C2C=CC=CC=2)(=O)=O)=[CH:4][CH:3]=1.[OH-].[Na+].[NH:33]1[CH2:38][CH2:37][NH:36][CH2:35][CH2:34]1, predict the reaction product. The product is: [F:1][C:2]1[CH:10]=[C:9]2[C:5]([C:6]([C:20]3[CH:30]=[CH:29][C:23]4[N:24]=[C:25]([CH2:27][CH2:28][N:33]5[CH2:38][CH2:37][NH:36][CH2:35][CH2:34]5)[O:26][C:22]=4[CH:21]=3)=[CH:7][NH:8]2)=[CH:4][CH:3]=1. (3) Given the reactants [Cl:1][C:2]1[N:6](C)[C:5]2[CH:8]=[C:9](C#N)[CH:10]=[CH:11][C:4]=2[N:3]=1.CN1C2C=C(C#N)C=CC=2NC1=O, predict the reaction product. The product is: [Cl:1][C:2]1[NH:3][C:4]2[CH:11]=[CH:10][CH:9]=[CH:8][C:5]=2[N:6]=1. (4) Given the reactants [Cl:1][C:2]1[CH:7]=[CH:6][C:5]([C:8]2[C:15]3[C:14](=[O:16])[N:13]=[C:12]([C:17]4[CH:22]=[CH:21][C:20]([Cl:23])=[CH:19][CH:18]=4)[C:11]=3[C:10](=[O:24])[N:9]=2)=[CH:4][CH:3]=1.[C:25]([O:35]C([O-])=O)(=O)[O:26][CH:27]([CH2:31][CH2:32][CH3:33])[CH2:28][CH2:29][CH3:30], predict the reaction product. The product is: [CH3:30][CH2:29][CH2:28][CH:27]([O:26][C:25]([N:13]1[C:12]([C:17]2[CH:22]=[CH:21][C:20]([Cl:23])=[CH:19][CH:18]=2)=[C:11]2[C:15](=[C:8]([C:5]3[CH:4]=[CH:3][C:2]([Cl:1])=[CH:7][CH:6]=3)[N:9]([C:25]([O:26][CH:27]([CH2:28][CH2:29][CH3:30])[CH2:31][CH2:32][CH3:33])=[O:35])[C:10]2=[O:24])[C:14]1=[O:16])=[O:35])[CH2:31][CH2:32][CH3:33]. (5) Given the reactants [CH2:1]([O:8][C:9]([N:11]([CH3:25])[CH:12]1[CH2:17][CH2:16][N:15](C(OC(C)(C)C)=O)[CH2:14][CH2:13]1)=[O:10])[C:2]1[CH:7]=[CH:6][CH:5]=[CH:4][CH:3]=1.C(O)(C(F)(F)F)=O, predict the reaction product. The product is: [CH3:25][N:11]([CH:12]1[CH2:13][CH2:14][NH:15][CH2:16][CH2:17]1)[C:9](=[O:10])[O:8][CH2:1][C:2]1[CH:7]=[CH:6][CH:5]=[CH:4][CH:3]=1. (6) Given the reactants [CH3:1][O-:2].[Na+].Cl.Cl[C:6]1[CH:15]=[C:14]([C:16]2[CH:21]=[CH:20][CH:19]=[C:18]([Cl:22])[CH:17]=2)[C:13]2[C:8](=[CH:9][CH:10]=[C:11]([C:23]([C:25]3[CH:30]=[CH:29][C:28]([Cl:31])=[CH:27][CH:26]=3)=[O:24])[CH:12]=2)[N:7]=1, predict the reaction product. The product is: [Cl:31][C:28]1[CH:27]=[CH:26][C:25]([C:23]([C:11]2[CH:12]=[C:13]3[C:8](=[CH:9][CH:10]=2)[N:7]=[C:6]([O:2][CH3:1])[CH:15]=[C:14]3[C:16]2[CH:21]=[CH:20][CH:19]=[C:18]([Cl:22])[CH:17]=2)=[O:24])=[CH:30][CH:29]=1. (7) Given the reactants [CH2:1]([O:8][C:9]([N:11]1[C@H:20]([C:21](O)=[O:22])[CH2:19][C:18]2[C:13](=[CH:14][CH:15]=[CH:16][CH:17]=2)[CH2:12]1)=[O:10])[C:2]1[CH:7]=[CH:6][CH:5]=[CH:4][CH:3]=1.C(Cl)(=O)C(Cl)=O.[CH3:30][O:31][CH2:32][C@H:33]([NH:40][CH2:41][C:42]1[CH:51]=[CH:50][C:45]([C:46]([O:48][CH3:49])=[O:47])=[CH:44][CH:43]=1)[C:34]1[CH:39]=[CH:38][CH:37]=[CH:36][CH:35]=1.CCN(C(C)C)C(C)C, predict the reaction product. The product is: [CH3:30][O:31][CH2:32][C@H:33]([N:40]([CH2:41][C:42]1[CH:43]=[CH:44][C:45]([C:46]([O:48][CH3:49])=[O:47])=[CH:50][CH:51]=1)[C:21]([C@@H:20]1[CH2:19][C:18]2[C:13](=[CH:14][CH:15]=[CH:16][CH:17]=2)[CH2:12][N:11]1[C:9]([O:8][CH2:1][C:2]1[CH:7]=[CH:6][CH:5]=[CH:4][CH:3]=1)=[O:10])=[O:22])[C:34]1[CH:35]=[CH:36][CH:37]=[CH:38][CH:39]=1. (8) The product is: [C:3]([O:23][CH:18]([C:3]1[C:4]([CH3:17])=[N:5][C:6]2[N:7]([N:8]=[C:9]([C:11]3[CH:16]=[CH:15][CH:14]=[CH:13][CH:12]=3)[CH:10]=2)[C:2]=1[Cl:1])[C:19]([O:21][CH3:22])=[O:20])([CH3:18])([CH3:4])[CH3:2]. Given the reactants [Cl:1][C:2]1[N:7]2[N:8]=[C:9]([C:11]3[CH:16]=[CH:15][CH:14]=[CH:13][CH:12]=3)[CH:10]=[C:6]2[N:5]=[C:4]([CH3:17])[C:3]=1[CH:18]([OH:23])[C:19]([O:21][CH3:22])=[O:20].C(Cl)Cl.Cl(O)(=O)(=O)=O, predict the reaction product. (9) Given the reactants [OH:1][CH:2]1[CH2:7][NH:6][C:5](=[O:8])[CH2:4][CH2:3]1.CC(C)([O-])C.[K+].F[C:16]1[CH:23]=[CH:22][C:21]([C:24]2[N:29]=[C:28]([NH:30][C:31]3[CH:36]=[CH:35][C:34]([N:37]4[CH2:42][CH2:41][N:40]([CH:43]5[CH2:46][O:45][CH2:44]5)[CH2:39][CH2:38]4)=[C:33]([O:47][CH3:48])[CH:32]=3)[N:27]=[CH:26][N:25]=2)=[CH:20][C:17]=1[C:18]#[N:19], predict the reaction product. The product is: [OH:1][C@H:2]1[CH2:7][N:6]([C:16]2[CH:23]=[CH:22][C:21]([C:24]3[N:29]=[C:28]([NH:30][C:31]4[CH:36]=[CH:35][C:34]([N:37]5[CH2:38][CH2:39][N:40]([CH:43]6[CH2:44][O:45][CH2:46]6)[CH2:41][CH2:42]5)=[C:33]([O:47][CH3:48])[CH:32]=4)[N:27]=[CH:26][N:25]=3)=[CH:20][C:17]=2[C:18]#[N:19])[C:5](=[O:8])[CH2:4][CH2:3]1. (10) Given the reactants [C:1]([N:8]1[CH2:15][CH2:14][CH2:13][C@H:9]1[C:10]([OH:12])=O)([O:3][C:4]([CH3:7])([CH3:6])[CH3:5])=[O:2].C1C=CC2N(O)N=NC=2C=1.O.Cl.C(N=C=NCCCN(C)C)C.Cl.[NH2:40][CH2:41][C:42]([C:44]1[CH:49]=[CH:48][C:47]([Br:50])=[CH:46][CH:45]=1)=[O:43].C(N(CC)C(C)C)(C)C, predict the reaction product. The product is: [Br:50][C:47]1[CH:46]=[CH:45][C:44]([C:42](=[O:43])[CH2:41][NH:40][C:10]([C@@H:9]2[CH2:13][CH2:14][CH2:15][N:8]2[C:1]([O:3][C:4]([CH3:5])([CH3:6])[CH3:7])=[O:2])=[O:12])=[CH:49][CH:48]=1.